Dataset: Catalyst prediction with 721,799 reactions and 888 catalyst types from USPTO. Task: Predict which catalyst facilitates the given reaction. (1) Reactant: [CH3:1][O:2][C:3](=[O:14])[C:4]1[CH:9]=[CH:8][CH:7]=[C:6]([N+:10]([O-])=O)[C:5]=1[NH2:13]. Product: [CH3:1][O:2][C:3](=[O:14])[C:4]1[CH:9]=[CH:8][CH:7]=[C:6]([NH2:10])[C:5]=1[NH2:13]. The catalyst class is: 5. (2) Reactant: [C:1]1([CH3:20])[CH:6]=[CH:5][CH:4]=[C:3]([N:7]2[C:11]3[CH:12]=[C:13]([C:18]#[N:19])[C:14]([C:16]#[N:17])=[CH:15][C:10]=3[N:9]=[CH:8]2)[CH:2]=1.[CH2:21](Cl)Cl.[F:24][C:25]([F:32])([F:31])[S:26]([O:29]C)(=[O:28])=[O:27]. The catalyst class is: 28. Product: [F:24][C:25]([F:32])([F:31])[S:26]([O-:29])(=[O:28])=[O:27].[C:16]([C:14]1[C:13]([C:18]#[N:19])=[CH:12][C:11]2[N:7]([C:3]3[CH:2]=[C:1]([CH3:20])[CH:6]=[CH:5][CH:4]=3)[CH:8]=[N+:9]([CH3:21])[C:10]=2[CH:15]=1)#[N:17]. (3) Reactant: [CH2:1]([O:3][C:4]1[CH:5]=[N:6][C:7]([C:10]2[CH:11]=[C:12]([CH:16]([OH:30])[C:17]3[C:22](=[O:23])[CH:21]=[CH:20][N:19]([C:24]4[CH:25]=[N:26][N:27]([CH3:29])[CH:28]=4)[N:18]=3)[CH:13]=[CH:14][CH:15]=2)=[N:8][CH:9]=1)[CH3:2].I[CH3:32].[H-].[Na+].[NH4+].[Cl-]. Product: [CH2:1]([O:3][C:4]1[CH:9]=[N:8][C:7]([C:10]2[CH:11]=[C:12]([CH:16]([O:30][CH3:32])[C:17]3[C:22](=[O:23])[CH:21]=[CH:20][N:19]([C:24]4[CH:25]=[N:26][N:27]([CH3:29])[CH:28]=4)[N:18]=3)[CH:13]=[CH:14][CH:15]=2)=[N:6][CH:5]=1)[CH3:2]. The catalyst class is: 3. (4) Reactant: [NH2:1][C:2]1[N:10]=[C:9]([F:11])[N:8]=[C:7]2[C:3]=1[N:4]=[C:5]([CH2:17][C:18]1[C:26]([I:27])=[CH:25][C:21]3[O:22][CH2:23][O:24][C:20]=3[CH:19]=1)[N:6]2[CH2:12][CH2:13][CH2:14][CH2:15][OH:16].C([O-])([O-])=O.[Ca+2].[S:33](Cl)(=[O:36])(=[O:35])[NH2:34]. Product: [NH2:1][C:2]1[N:10]=[C:9]([F:11])[N:8]=[C:7]2[C:3]=1[N:4]=[C:5]([CH2:17][C:18]1[C:26]([I:27])=[CH:25][C:21]3[O:22][CH2:23][O:24][C:20]=3[CH:19]=1)[N:6]2[CH2:12][CH2:13][CH2:14][CH2:15][O:16][S:33](=[O:36])(=[O:35])[NH2:34]. The catalyst class is: 3. (5) Reactant: [Br:1][C:2]1[CH:25]=[CH:24][C:23]([F:26])=[CH:22][C:3]=1[O:4][CH:5]1[CH2:10][CH2:9][N:8]([C:11]2[CH:16]=[N:15][C:14]([C:17]3[N:18]=[N:19][NH:20][N:21]=3)=[CH:13][N:12]=2)[CH2:7][CH2:6]1.C(N(CC)CC)C.Br[CH2:35][C:36]([O:38][C:39]([CH3:42])([CH3:41])[CH3:40])=[O:37]. Product: [Br:1][C:2]1[CH:25]=[CH:24][C:23]([F:26])=[CH:22][C:3]=1[O:4][CH:5]1[CH2:10][CH2:9][N:8]([C:11]2[N:12]=[CH:13][C:14]([C:17]3[N:18]=[N:19][N:20]([CH2:35][C:36]([O:38][C:39]([CH3:42])([CH3:41])[CH3:40])=[O:37])[N:21]=3)=[N:15][CH:16]=2)[CH2:7][CH2:6]1. The catalyst class is: 1. (6) Reactant: [Cl-].[Al+3].[Cl-].[Cl-].[F:5][C:6]1[CH:7]=[C:8]([CH:12]=[CH:13][CH:14]=1)[C:9](Cl)=[O:10].[Br:15][C:16]1[CH:21]=[CH:20][C:19]([F:22])=[CH:18][C:17]=1[O:23][CH3:24].O. Product: [Br:15][C:16]1[C:17]([O:23][CH3:24])=[CH:18][C:19]([F:22])=[C:20]([C:9]([C:8]2[CH:12]=[CH:13][CH:14]=[C:6]([F:5])[CH:7]=2)=[O:10])[CH:21]=1. The catalyst class is: 4.